This data is from Catalyst prediction with 721,799 reactions and 888 catalyst types from USPTO. The task is: Predict which catalyst facilitates the given reaction. The catalyst class is: 39. Reactant: [NH2:1][C:2]1[CH:3]=[C:4]([NH:10][C:11]2[CH:16]=[C:15]([CH3:17])[CH:14]=[C:13]([CH3:18])[N:12]=2)[C:5]([C:8]#[N:9])=[N:6][CH:7]=1.Cl[C:20](=[O:40])[CH2:21][NH:22][C:23](=[O:39])[O:24][CH2:25][CH:26]1[C:38]2[CH:37]=[CH:36][CH:35]=[CH:34][C:33]=2[C:32]2[C:27]1=[CH:28][CH:29]=[CH:30][CH:31]=2.C(N(C(C)C)CC)(C)C.CCCP1(OP(CCC)(=O)OP(CCC)(=O)O1)=O. Product: [C:8]([C:5]1[N:6]=[CH:7][C:2]([NH:1][C:20](=[O:40])[CH2:21][NH:22][C:23](=[O:39])[O:24][CH2:25][CH:26]2[C:27]3[CH:28]=[CH:29][CH:30]=[CH:31][C:32]=3[C:33]3[C:38]2=[CH:37][CH:36]=[CH:35][CH:34]=3)=[CH:3][C:4]=1[NH:10][C:11]1[CH:16]=[C:15]([CH3:17])[CH:14]=[C:13]([CH3:18])[N:12]=1)#[N:9].